This data is from Peptide-MHC class I binding affinity with 185,985 pairs from IEDB/IMGT. The task is: Regression. Given a peptide amino acid sequence and an MHC pseudo amino acid sequence, predict their binding affinity value. This is MHC class I binding data. The peptide sequence is EDFEIFYNL. The MHC is HLA-A23:01 with pseudo-sequence HLA-A23:01. The binding affinity (normalized) is 0.213.